Task: Predict the reaction yield, written as a fraction of the theoretical maximum amount of product (1.0 means a 100% yield; for example, 0.34 means a 34% yield).. Dataset: Reaction yield outcomes from USPTO patents with 853,638 reactions (1) The reactants are [CH3:1][O:2][C:3]([C:5]1[CH:10]=[C:9](Cl)[N:8]=[C:7]([C:12]([O:14][CH2:15][CH3:16])=[O:13])[CH:6]=1)=[O:4].C1(P(C2C=CC=CC=2)C2C=CC3C(=CC=CC=3)C=2C2C3C(=CC=CC=3)C=CC=2P(C2C=CC=CC=2)C2C=CC=CC=2)C=CC=CC=1.C(=O)([O-])[O-].[Cs+].[Cs+].[C@@H:69]([NH2:73])([CH2:71][CH3:72])[CH3:70]. The catalyst is C1(C)C=CC=CC=1.C(OCC)C.C([O-])(=O)C.[Pd+2].C([O-])(=O)C. The product is [CH3:1][O:2][C:3]([C:5]1[CH:10]=[C:9]([NH:73][C@H:69]([CH2:71][CH3:72])[CH3:70])[N:8]=[C:7]([C:12]([O:14][CH2:15][CH3:16])=[O:13])[CH:6]=1)=[O:4]. The yield is 0.720. (2) The reactants are [F:1][C:2]1[CH:3]=[C:4]([N:8]2[CH:12]=[C:11]([NH:13][C:14](=[O:20])[O:15][C:16]([CH3:19])([CH3:18])[CH3:17])[C:10]([CH3:21])=[N:9]2)[CH:5]=[N:6][CH:7]=1.[H-].[Na+].Br[CH2:25][C:26]#[CH:27].[Cl-].[NH4+]. The catalyst is CN(C)C=O.C(OCC)(=O)C. The product is [F:1][C:2]1[CH:3]=[C:4]([N:8]2[CH:12]=[C:11]([N:13]([CH2:27][C:26]#[CH:25])[C:14](=[O:20])[O:15][C:16]([CH3:17])([CH3:18])[CH3:19])[C:10]([CH3:21])=[N:9]2)[CH:5]=[N:6][CH:7]=1. The yield is 0.810. (3) No catalyst specified. The product is [CH3:1][CH:2]([CH2:18][CH3:19])[CH2:3][CH2:4][CH2:5][CH2:31][CH2:30][CH2:29][CH2:28][CH2:27][CH2:26][CH2:25][CH2:24][CH2:23][CH2:22][CH2:21][C:20]([OH:32])=[O:33]. The yield is 0.840. The reactants are [CH3:1][CH:2]([CH2:18][CH3:19])[CH2:3][CH2:4][CH2:5]CCCCCCCCCC(O)=O.[C:20]1(=[O:33])[O:32][CH2:31][CH2:30][CH2:29][CH2:28][CH2:27][CH2:26][CH2:25][CH2:24][CH2:23][CH2:22][CH2:21]1.CC(CC)C[Mg]Br.C([Mg]Br)(CC)C.